Dataset: Catalyst prediction with 721,799 reactions and 888 catalyst types from USPTO. Task: Predict which catalyst facilitates the given reaction. (1) Reactant: [C:1]([O:5][C:6]([NH:8][CH2:9][C:10]([OH:12])=O)=[O:7])([CH3:4])([CH3:3])[CH3:2].CCN(C(C)C)C(C)C.CN(C(ON1N=NC2C=CC=CC1=2)=[N+](C)C)C.F[P-](F)(F)(F)(F)F.[CH3:46][O:47][C:48]([C@H:50]1[NH:54][CH2:53][C@H:52]([OH:55])[CH2:51]1)=[O:49].Cl. Product: [CH3:46][O:47][C:48](=[O:49])[C@@H:50]1[CH2:51][C@@H:52]([OH:55])[CH2:53][N:54]1[C:10](=[O:12])[CH2:9][NH:8][C:6]([O:5][C:1]([CH3:2])([CH3:3])[CH3:4])=[O:7]. The catalyst class is: 3. (2) Reactant: [NH2:1][C:2]1[CH:3]=[C:4]([CH:20]=[CH:21][C:22]=1[O:23][CH:24]1[CH2:26][CH2:25]1)[C:5]([NH:7][C:8]1[CH:13]=[CH:12][C:11]([C:14]2[CH:19]=[CH:18][CH:17]=[CH:16][CH:15]=2)=[CH:10][CH:9]=1)=[O:6].[N:27]1([C:33]2([C:36](O)=[O:37])[CH2:35][CH2:34]2)[CH2:32][CH2:31][O:30][CH2:29][CH2:28]1.C1CN([P+](ON2N=NC3C=CC=CC2=3)(N2CCCC2)N2CCCC2)CC1.F[P-](F)(F)(F)(F)F.C(N(C(C)C)C(C)C)C. Product: [C:11]1([C:14]2[CH:19]=[CH:18][CH:17]=[CH:16][CH:15]=2)[CH:10]=[CH:9][C:8]([NH:7][C:5](=[O:6])[C:4]2[CH:20]=[CH:21][C:22]([O:23][CH:24]3[CH2:25][CH2:26]3)=[C:2]([NH:1][C:36]([C:33]3([N:27]4[CH2:32][CH2:31][O:30][CH2:29][CH2:28]4)[CH2:35][CH2:34]3)=[O:37])[CH:3]=2)=[CH:13][CH:12]=1. The catalyst class is: 18. (3) Reactant: [C:1]([O:5][C:6]([N:8]1[CH2:12][CH2:11][C@@H:10]2[CH2:13][NH:14][CH2:15][C@H:9]12)=[O:7])([CH3:4])([CH3:3])[CH3:2].C=O.[C:18]([BH3-])#N.[Na+]. Product: [C:1]([O:5][C:6]([N:8]1[CH2:12][CH2:11][C@@H:10]2[CH2:13][N:14]([CH3:18])[CH2:15][C@H:9]12)=[O:7])([CH3:4])([CH3:2])[CH3:3]. The catalyst class is: 273. (4) Reactant: [Cl:1][C:2]1[N:7]=[N:6][C:5]([NH:8][NH2:9])=[C:4]([CH3:10])[CH:3]=1.[CH3:11][C:12](O)=O. Product: [Cl:1][C:2]1[CH:3]=[C:4]([CH3:10])[C:5]2[N:6]([C:11]([CH3:12])=[N:9][N:8]=2)[N:7]=1. The catalyst class is: 326. (5) Reactant: [OH:1][C:2]1[CH:11]=[C:10]2[C:5]([C:6](=[O:12])[CH2:7][CH2:8][O:9]2)=[CH:4][CH:3]=1.C(=O)([O-])[O-].[K+].[K+].FC(F)(F)S(O[CH2:25][C:26]([F:29])([F:28])[F:27])(=O)=O.[OH-].[Na+]. Product: [F:27][C:26]([F:29])([F:28])[CH2:25][O:1][C:2]1[CH:11]=[C:10]2[C:5]([C:6](=[O:12])[CH2:7][CH2:8][O:9]2)=[CH:4][CH:3]=1. The catalyst class is: 95. (6) Reactant: [ClH:1].[CH3:2][N:3]1[CH2:12][CH:11]([C:13]2[CH:22]=[CH:21][C:20]3[C:15](=[CH:16][CH:17]=[CH:18][CH:19]=3)[CH:14]=2)[C:10]2[C:5](=[C:6]([CH3:23])[CH:7]=[CH:8][CH:9]=2)[CH2:4]1.[K+].[Br-]. Product: [ClH:1].[CH3:2][N:3]1[CH2:12][CH:11]([C:13]2[CH:22]=[CH:21][C:20]3[C:15](=[CH:16][CH:17]=[CH:18][CH:19]=3)[CH:14]=2)[C:10]2[C:5](=[C:6]([CH3:23])[CH:7]=[CH:8][CH:9]=2)[CH2:4]1. The catalyst class is: 5.